Dataset: Forward reaction prediction with 1.9M reactions from USPTO patents (1976-2016). Task: Predict the product of the given reaction. (1) Given the reactants [Cl:1][C:2]1[CH:7]=[C:6]([CH3:8])[CH:5]=[CH:4][N:3]=1.[F:9][C:10]1[CH:20]=[CH:19][C:13]([C:14](OCC)=[O:15])=[CH:12][CH:11]=1, predict the reaction product. The product is: [Cl:1][C:2]1[CH:7]=[C:6]([CH2:8][C:14]([C:13]2[CH:19]=[CH:20][C:10]([F:9])=[CH:11][CH:12]=2)=[O:15])[CH:5]=[CH:4][N:3]=1. (2) The product is: [CH2:38]([O:39][CH:40]([C:42]1[C:51]2[C:46](=[CH:47][CH:48]=[C:49]([C:52]3[CH:57]=[CH:56][CH:55]=[CH:54][C:53]=3[O:58][CH3:59])[CH:50]=2)[NH:45][C:44]([CH3:61])([CH3:60])[CH:43]=1)[CH3:41])/[CH:37]=[CH:31]/[CH3:32]. Given the reactants C(OC(N1C2C(=CC(C3C=CC=CC=3OC)=CC=2)C(C(O)C)=CC1(C)C)=O)(C)(C)C.[CH:31]1([CH2:37][CH2:38][O:39][CH:40]([C:42]2[C:51]3[C:46](=[CH:47][CH:48]=[C:49]([C:52]4[CH:57]=[CH:56][CH:55]=[CH:54][C:53]=4[O:58][CH3:59])[CH:50]=3)[NH:45][C:44]([CH3:61])([CH3:60])[CH:43]=2)[CH3:41])CCCC[CH2:32]1.C[Si]([N-][Si](C)(C)C)(C)C.[Na+].C1(CCBr)CCCCC1, predict the reaction product. (3) The product is: [Br:1][C:2]1[CH:7]=[CH:6][N:5]=[CH:4][C:3]=1[O:8][CH2:10][CH:11]1[CH2:13][C:12]1([F:15])[F:14]. Given the reactants [Br:1][C:2]1[CH:7]=[CH:6][N:5]=[CH:4][C:3]=1[OH:8].Br[CH2:10][CH:11]1[CH2:13][C:12]1([F:15])[F:14], predict the reaction product. (4) Given the reactants [OH-].[Na+].C([O:5][C:6]([C:8]1[CH:12]=[C:11]([C:13]2[CH:18]=[CH:17][CH:16]=[CH:15][N:14]=2)[N:10]([C:19]2[CH:20]=[N:21][C:22]([O:25][CH3:26])=[CH:23][CH:24]=2)[N:9]=1)=[O:7])C.Cl, predict the reaction product. The product is: [CH3:26][O:25][C:22]1[N:21]=[CH:20][C:19]([N:10]2[C:11]([C:13]3[CH:18]=[CH:17][CH:16]=[CH:15][N:14]=3)=[CH:12][C:8]([C:6]([OH:7])=[O:5])=[N:9]2)=[CH:24][CH:23]=1. (5) Given the reactants [F:1][C:2]1[CH:3]=[C:4]([CH:7]=[C:8]([OH:11])[C:9]=1O)[CH:5]=[O:6].I[CH2:13][CH3:14].[C:15]([O-:18])([O-])=O.[K+].[K+].[CH3:21]N(C=O)C, predict the reaction product. The product is: [CH2:13]([O:11][C:8]1[CH:7]=[C:4]([CH:3]=[C:2]([F:1])[C:9]=1[O:18][CH2:15][CH3:21])[CH:5]=[O:6])[CH3:14]. (6) Given the reactants [C:1]([O-:4])(=[O:3])C.[Na+].CC1NC(=O)[C:10](C#N)=[C:9]([CH2:16]C2C=CC=CC=2)[CH:8]=1.[CH3:23][C:24]1[CH:29]=[C:28]([CH2:30][C:31]2[CH:36]=[CH:35][CH:34]=[CH:33][CH:32]=2)[NH:27][C:26](=[O:37])[C:25]=1[C:38]#[N:39].NCC1C(=O)NC(C)=CC=1CC1C=CC=CC=1.NCC1C(=O)NC(CC2C=CC=CC=2)=CC=1C.C(N(CC)CC)C, predict the reaction product. The product is: [CH3:23][C:24]1[CH:29]=[C:28]([CH2:30][C:31]2[CH:32]=[CH:33][CH:34]=[CH:35][CH:36]=2)[NH:27][C:26](=[O:37])[C:25]=1[CH2:38][NH:39][C:1](=[O:3])[O:4][C:9]([CH3:16])([CH3:10])[CH3:8]. (7) Given the reactants [CH3:1][C:2]1[CH:6]=[C:5]([CH3:7])[NH:4][C:3]=1[C:8](=[C:12]1[C:20]2[C:15](=[CH:16][CH:17]=[CH:18][CH:19]=2)[NH:14][C:13]1=[O:21])[C:9](O)=[O:10].Cl.Cl.[NH2:24][C:25]1[CH:26]=[C:27]([CH2:32][N:33]([CH2:36][CH3:37])[CH2:34][CH3:35])[C:28]([OH:31])=[CH:29][CH:30]=1, predict the reaction product. The product is: [CH2:34]([N:33]([CH2:32][C:27]1[CH:26]=[C:25]([NH:24][C:9](=[O:10])[C:8]([C:3]2[NH:4][C:5]([CH3:7])=[CH:6][C:2]=2[CH3:1])=[C:12]2[C:20]3[C:15](=[CH:16][CH:17]=[CH:18][CH:19]=3)[NH:14][C:13]2=[O:21])[CH:30]=[CH:29][C:28]=1[OH:31])[CH2:36][CH3:37])[CH3:35]. (8) Given the reactants [Br:1][C:2]1[CH:11]=[CH:10][CH:9]=[C:8]2[C:3]=1[CH:4]=[C:5]([CH3:24])[C:6]([C@H:13]([O:19][C:20]([CH3:23])([CH3:22])[CH3:21])[C:14]([O:16][CH2:17][CH3:18])=[O:15])=[C:7]2[OH:12].[CH3:25][S:26](O[S:26]([CH3:25])(=[O:28])=[O:27])(=[O:28])=[O:27].C(N(C(C)C)CC)(C)C, predict the reaction product. The product is: [Br:1][C:2]1[CH:11]=[CH:10][CH:9]=[C:8]2[C:3]=1[CH:4]=[C:5]([CH3:24])[C:6]([C@H:13]([O:19][C:20]([CH3:23])([CH3:22])[CH3:21])[C:14]([O:16][CH2:17][CH3:18])=[O:15])=[C:7]2[O:12][S:26]([CH3:25])(=[O:28])=[O:27].